Dataset: Full USPTO retrosynthesis dataset with 1.9M reactions from patents (1976-2016). Task: Predict the reactants needed to synthesize the given product. (1) Given the product [Cl:1][C:2]1[N:3]=[N:4][C:5]([N:10]2[CH2:15][CH2:14][O:13][CH2:12][CH2:11]2)=[CH:6][C:7]=1[CH3:8], predict the reactants needed to synthesize it. The reactants are: [Cl:1][C:2]1[N:3]=[N:4][C:5](Cl)=[CH:6][C:7]=1[CH3:8].[NH:10]1[CH2:15][CH2:14][O:13][CH2:12][CH2:11]1. (2) Given the product [Cl:16][CH2:17][C:18]([NH:1][CH2:2][C:3]1([CH3:15])[CH2:7][CH2:6][CH2:5][N:4]1[C:8]([O:10][C:11]([CH3:14])([CH3:13])[CH3:12])=[O:9])=[O:19], predict the reactants needed to synthesize it. The reactants are: [NH2:1][CH2:2][C:3]1([CH3:15])[CH2:7][CH2:6][CH2:5][N:4]1[C:8]([O:10][C:11]([CH3:14])([CH3:13])[CH3:12])=[O:9].[Cl:16][CH2:17][C:18](Cl)=[O:19].C(N(C(C)C)CC)(C)C. (3) Given the product [CH3:14][C:15]1[C:19]([C:20]2[C:21]([O:44][CH3:45])=[CH:22][C:23]3[C:24]4[NH:34][C:33](=[O:43])[O:32][C:25]=4[C:26]([CH2:30][OH:31])=[N:27][C:28]=3[CH:29]=2)=[C:18]([CH3:46])[O:17][N:16]=1, predict the reactants needed to synthesize it. The reactants are: S(O)(C)(=O)=O.C1(OC)C=CC=CC=1.[CH3:14][C:15]1[C:19]([C:20]2[C:21]([O:44][CH3:45])=[CH:22][C:23]3[C:24]4[N:34]([C@@H](C5C=CC=CC=5)C)[C:33](=[O:43])[O:32][C:25]=4[C:26]([CH2:30][OH:31])=[N:27][C:28]=3[CH:29]=2)=[C:18]([CH3:46])[O:17][N:16]=1.C([O-])(O)=O.[Na+]. (4) Given the product [CH2:1]([O:8][C:9]([NH:11][C@@H:12]([CH2:16][C:17]1[C:60]2[C:61](=[CH:3][CH:2]=[CH:7][CH:62]=2)[CH:20]=[CH:19][CH:18]=1)[C:13]([NH:41][C@@H:40]([CH2:39][CH2:38][CH2:37][CH3:36])[C:9]([O:8][CH3:1])=[O:10])=[O:14])=[O:10])[C:2]1[CH:3]=[CH:4][CH:5]=[CH:6][CH:7]=1, predict the reactants needed to synthesize it. The reactants are: [CH2:1]([O:8][C:9]([NH:11][C@@H:12]([CH2:16][C:17]1C2C(=CC=CC=2)[CH:20]=[CH:19][CH:18]=1)[C:13](O)=[O:14])=[O:10])[C:2]1[CH:7]=[CH:6][CH:5]=[CH:4][CH:3]=1.CN(C(ON1N=N[C:37]2[CH:38]=[CH:39][CH:40]=[N:41][C:36]1=2)=[N+](C)C)C.F[P-](F)(F)(F)(F)F.C(Cl)Cl.CCN([CH:60]([CH3:62])[CH3:61])C(C)C. (5) Given the product [CH3:20][C:21]1[O:27][C:24]([CH2:25][NH:26][C:2]2[N:7]3[N:8]=[C:9]([NH:11][C:12](=[O:19])[C:13]4[CH:18]=[CH:17][CH:16]=[N:15][CH:14]=4)[N:10]=[C:6]3[CH:5]=[CH:4][CH:3]=2)=[CH:23][CH:22]=1, predict the reactants needed to synthesize it. The reactants are: Br[C:2]1[N:7]2[N:8]=[C:9]([NH:11][C:12](=[O:19])[C:13]3[CH:18]=[CH:17][CH:16]=[N:15][CH:14]=3)[N:10]=[C:6]2[CH:5]=[CH:4][CH:3]=1.[CH3:20][C:21]1[O:27][C:24]([CH2:25][NH2:26])=[CH:23][CH:22]=1. (6) Given the product [CH3:1][C:2]([CH3:27])([CH3:26])[C@H:3]([NH:7][C:8]([C:10]1[N:11]=[C:12]([C:20]2[CH:25]=[CH:24][CH:23]=[CH:22][CH:21]=2)[N:13]2[CH2:18][CH2:17][N:16]([CH3:19])[CH2:15][C:14]=12)=[O:9])[C:4]([Cl:31])=[O:5], predict the reactants needed to synthesize it. The reactants are: [CH3:1][C:2]([CH3:27])([CH3:26])[C@H:3]([NH:7][C:8]([C:10]1[N:11]=[C:12]([C:20]2[CH:25]=[CH:24][CH:23]=[CH:22][CH:21]=2)[N:13]2[CH2:18][CH2:17][N:16]([CH3:19])[CH2:15][C:14]=12)=[O:9])[C:4](O)=[O:5].C(Cl)(=O)C([Cl:31])=O.CN(C=O)C.